Predict the product of the given reaction. From a dataset of Forward reaction prediction with 1.9M reactions from USPTO patents (1976-2016). (1) Given the reactants Br[C:2]1[CH:7]=[CH:6][C:5]([C:8]([N:10]2[CH2:15][CH2:14][N:13]([C:16]3[C:21]([CH3:22])=[CH:20][C:19]([CH3:23])=[C:18]([CH3:24])[N:17]=3)[CH2:12][CH2:11]2)=[O:9])=[C:4]([S:25]([CH3:28])(=[O:27])=[O:26])[CH:3]=1.[S:29]1(=[O:35])(=[O:34])[CH2:33][CH2:32][CH2:31][NH:30]1, predict the reaction product. The product is: [O:34]=[S:29]1(=[O:35])[CH2:33][CH2:32][CH2:31][N:30]1[C:2]1[CH:7]=[CH:6][C:5]([C:8]([N:10]2[CH2:15][CH2:14][N:13]([C:16]3[C:21]([CH3:22])=[CH:20][C:19]([CH3:23])=[C:18]([CH3:24])[N:17]=3)[CH2:12][CH2:11]2)=[O:9])=[C:4]([S:25]([CH3:28])(=[O:27])=[O:26])[CH:3]=1. (2) Given the reactants [CH3:1][O:2][C:3](=[O:43])[CH2:4][C:5]1[C:6]([C:11]#[C:12][C:13]2[C:18]([C:19]([F:22])([F:21])[F:20])=[CH:17][N:16]=[C:15]([NH:23][C:24]3[CH:29]=[CH:28][C:27]([CH:30]4[CH2:35][CH2:34][N:33]([C:36]([O:38][C:39]([CH3:42])([CH3:41])[CH3:40])=[O:37])[CH2:32][CH2:31]4)=[CH:26][CH:25]=3)[N:14]=2)=[N:7][CH:8]=[CH:9][CH:10]=1, predict the reaction product. The product is: [CH3:1][O:2][C:3](=[O:43])[CH2:4][C:5]1[C:6]([CH2:11][CH2:12][C:13]2[C:18]([C:19]([F:22])([F:20])[F:21])=[CH:17][N:16]=[C:15]([NH:23][C:24]3[CH:29]=[CH:28][C:27]([CH:30]4[CH2:35][CH2:34][N:33]([C:36]([O:38][C:39]([CH3:41])([CH3:40])[CH3:42])=[O:37])[CH2:32][CH2:31]4)=[CH:26][CH:25]=3)[N:14]=2)=[N:7][CH:8]=[CH:9][CH:10]=1.